This data is from Forward reaction prediction with 1.9M reactions from USPTO patents (1976-2016). The task is: Predict the product of the given reaction. Given the reactants Br[C:2]1[CH:7]=[CH:6][N:5]2[CH:8]=[CH:9][N:10]=[C:4]2[CH:3]=1.[CH3:11][NH:12][C:13]([C:15]1[CH:16]=[C:17](B(O)O)[CH:18]=[CH:19][CH:20]=1)=[O:14].O.C([O-])([O-])=O.[Na+].[Na+], predict the reaction product. The product is: [N:10]1[CH:9]=[CH:8][N:5]2[CH:6]=[CH:7][C:2]([C:19]3[CH:20]=[C:15]([CH:16]=[CH:17][CH:18]=3)[C:13]([NH:12][CH3:11])=[O:14])=[CH:3][C:4]=12.